Predict the reactants needed to synthesize the given product. From a dataset of Full USPTO retrosynthesis dataset with 1.9M reactions from patents (1976-2016). (1) Given the product [CH2:1]([O:3][C:4]([C:6]1([C:9]2[CH:14]=[CH:13][C:12]([C:15]3[CH:20]=[CH:19][C:18]([C:21]4[O:25][N:24]=[C:23]([CH3:26])[C:22]=4[NH:27][C:28]4[N:29]=[C:30]([C:41]5[CH:40]=[N:39][C:38]([O:37][CH2:35][CH3:36])=[CH:43][CH:42]=5)[CH:31]=[CH:32][CH:33]=4)=[CH:17][CH:16]=3)=[CH:11][CH:10]=2)[CH2:8][CH2:7]1)=[O:5])[CH3:2], predict the reactants needed to synthesize it. The reactants are: [CH2:1]([O:3][C:4]([C:6]1([C:9]2[CH:14]=[CH:13][C:12]([C:15]3[CH:20]=[CH:19][C:18]([C:21]4[O:25][N:24]=[C:23]([CH3:26])[C:22]=4[NH:27][C:28]4[CH:33]=[CH:32][CH:31]=[C:30](Br)[N:29]=4)=[CH:17][CH:16]=3)=[CH:11][CH:10]=2)[CH2:8][CH2:7]1)=[O:5])[CH3:2].[CH2:35]([O:37][C:38]1[CH:43]=[CH:42][C:41](B(O)O)=[CH:40][N:39]=1)[CH3:36]. (2) Given the product [OH:31][C@H:28]1[CH2:29][CH2:30][C@H:25]([NH:24][C:2]2[CH:20]=[CH:19][C:18]([N+:21]([O-:23])=[O:22])=[CH:17][C:3]=2[C:4]([NH:6][CH2:7][C:8]2[CH:16]=[CH:15][C:11]3[O:12][CH2:13][O:14][C:10]=3[CH:9]=2)=[O:5])[CH2:26][CH2:27]1, predict the reactants needed to synthesize it. The reactants are: F[C:2]1[CH:20]=[CH:19][C:18]([N+:21]([O-:23])=[O:22])=[CH:17][C:3]=1[C:4]([NH:6][CH2:7][C:8]1[CH:16]=[CH:15][C:11]2[O:12][CH2:13][O:14][C:10]=2[CH:9]=1)=[O:5].[NH2:24][C@H:25]1[CH2:30][CH2:29][C@H:28]([OH:31])[CH2:27][CH2:26]1. (3) Given the product [F:30][C:19]([F:18])([F:29])[C:20]1[CH:24]=[CH:23][N:22]([CH2:25][C:26]([N:15]2[CH2:16][CH2:17][CH:12]([C:9]3[S:10][CH:11]=[C:7]([C:5]([O:4][CH2:2][CH3:3])=[O:6])[N:8]=3)[CH2:13][CH2:14]2)=[O:27])[N:21]=1, predict the reactants needed to synthesize it. The reactants are: [Cl-].[CH2:2]([O:4][C:5]([C:7]1[N:8]=[C:9]([CH:12]2[CH2:17][CH2:16][NH2+:15][CH2:14][CH2:13]2)[S:10][CH:11]=1)=[O:6])[CH3:3].[F:18][C:19]([F:30])([F:29])[C:20]1[CH:24]=[CH:23][N:22]([CH2:25][C:26](O)=[O:27])[N:21]=1. (4) Given the product [CH3:43][C:37]1[CH:38]=[C:39]([CH3:42])[CH:40]=[CH:41][C:36]=1[CH:29]([NH:28][C:26](=[O:27])[CH2:25][C:22]1[CH:23]=[CH:24][C:18]2[O:17][C:16]([CH:15]([C:44]3[CH:45]=[CH:46][N:47]=[CH:48][CH:49]=3)[N:4]3[CH2:5][CH2:6][N:1]([C:7]([O:9][C:10]([CH3:13])([CH3:12])[CH3:11])=[O:8])[CH2:2][CH2:3]3)=[CH:20][C:19]=2[CH:21]=1)[C:30]1[CH:31]=[CH:32][CH:33]=[CH:34][CH:35]=1, predict the reactants needed to synthesize it. The reactants are: [N:1]1([C:7]([O:9][C:10]([CH3:13])([CH3:12])[CH3:11])=[O:8])[CH2:6][CH2:5][NH:4][CH2:3][CH2:2]1.Cl[CH:15]([C:44]1[CH:49]=[CH:48][N:47]=[CH:46][CH:45]=1)[C:16]1[O:17][C:18]2[CH:24]=[CH:23][C:22]([CH2:25][C:26]([NH:28][CH:29]([C:36]3[CH:41]=[CH:40][C:39]([CH3:42])=[CH:38][C:37]=3[CH3:43])[C:30]3[CH:35]=[CH:34][CH:33]=[CH:32][CH:31]=3)=[O:27])=[CH:21][C:19]=2[CH:20]=1.O. (5) Given the product [NH2:25][CH2:26][CH2:27][NH:28][C:14]([C:5]1[S:6][C:7]([N:8]2[CH2:9][CH2:10][O:11][CH2:12][CH2:13]2)=[C:3]([C:1]#[N:2])[C:4]=1[C:17]1[CH:22]=[CH:21][C:20]([Cl:23])=[CH:19][C:18]=1[Cl:24])=[O:15], predict the reactants needed to synthesize it. The reactants are: [C:1]([C:3]1[C:4]([C:17]2[CH:22]=[CH:21][C:20]([Cl:23])=[CH:19][C:18]=2[Cl:24])=[C:5]([C:14](O)=[O:15])[S:6][C:7]=1[N:8]1[CH2:13][CH2:12][O:11][CH2:10][CH2:9]1)#[N:2].[NH2:25][CH2:26][CH2:27][NH:28]C(OC(C)(C)C)=O.Cl.CN(C)CCCN=C=NCC.ON1C2C=CC=CC=2N=N1.Cl.